The task is: Regression. Given two drug SMILES strings and cell line genomic features, predict the synergy score measuring deviation from expected non-interaction effect.. This data is from Merck oncology drug combination screen with 23,052 pairs across 39 cell lines. Cell line: PA1. Drug 1: NC1CCCCC1N.O=C(O)C(=O)O.[Pt+2]. Synergy scores: synergy=-12.5. Drug 2: CCc1cnn2c(NCc3ccc[n+]([O-])c3)cc(N3CCCCC3CCO)nc12.